This data is from Catalyst prediction with 721,799 reactions and 888 catalyst types from USPTO. The task is: Predict which catalyst facilitates the given reaction. (1) The catalyst class is: 6. Reactant: P(Cl)(Cl)(Cl)=O.[CH2:6]([O:8][C:9]([C:11]1[NH:12][CH:13]=[C:14]([CH3:16])[CH:15]=1)=[O:10])[CH3:7].[OH-].[Na+].CN([CH:22]=[O:23])C. Product: [CH2:6]([O:8][C:9]([C:11]1[NH:12][C:13]([CH:22]=[O:23])=[C:14]([CH3:16])[CH:15]=1)=[O:10])[CH3:7]. (2) Reactant: C(O)(C)C.FC(F)(F)C([NH:9][CH:10]([C:15]1[CH:24]=[CH:23][C:22]2[C:17](=[CH:18][CH:19]=[CH:20][CH:21]=2)[CH:16]=1)[C:11]([CH3:14])([OH:13])[CH3:12])=O.[OH-].[K+]. Product: [NH2:9][CH:10]([C:15]1[CH:24]=[CH:23][C:22]2[C:17](=[CH:18][CH:19]=[CH:20][CH:21]=2)[CH:16]=1)[C:11]([CH3:14])([OH:13])[CH3:12]. The catalyst class is: 8. (3) Reactant: [Cl:1][C:2]1[CH:7]=[CH:6][CH:5]=[C:4]([Cl:8])[C:3]=1[C:9]1[CH:14]=[C:13]([F:15])[CH:12]=[CH:11][C:10]=1[O:16]C.B(Br)(Br)Br. Product: [Cl:1][C:2]1[CH:7]=[CH:6][CH:5]=[C:4]([Cl:8])[C:3]=1[C:9]1[C:10]([OH:16])=[CH:11][CH:12]=[C:13]([F:15])[CH:14]=1. The catalyst class is: 2.